From a dataset of Reaction yield outcomes from USPTO patents with 853,638 reactions. Predict the reaction yield, written as a fraction of the theoretical maximum amount of product (1.0 means a 100% yield; for example, 0.34 means a 34% yield). (1) The reactants are [NH2:1][C:2]1[C:7]([CH:8]=[O:9])=[C:6]([NH:10][C@@H:11]([C:14]2[N:23]([C:24]3[CH:29]=[CH:28][CH:27]=[CH:26][CH:25]=3)[C:22](=[O:30])[C:21]3[C:16](=[CH:17][CH:18]=[CH:19][C:20]=3[Cl:31])[N:15]=2)[CH2:12][CH3:13])[N:5]=[CH:4][N:3]=1.CS(C)=[O:34].OP(O)(O)=O.Cl([O-])=O.[Na+].C([O-])(O)=O.[Na+]. The catalyst is C(Cl)Cl. The product is [NH2:1][C:2]1[C:7]([C:8]([OH:34])=[O:9])=[C:6]([NH:10][C@@H:11]([C:14]2[N:23]([C:24]3[CH:25]=[CH:26][CH:27]=[CH:28][CH:29]=3)[C:22](=[O:30])[C:21]3[C:16](=[CH:17][CH:18]=[CH:19][C:20]=3[Cl:31])[N:15]=2)[CH2:12][CH3:13])[N:5]=[CH:4][N:3]=1. The yield is 1.00. (2) The reactants are [Cl:1][C:2]1[C:3]([CH2:8][C:9]([O-:11])=O)=[N:4][CH:5]=[CH:6][CH:7]=1.[Na+].[Br:13][C:14]1[C:15]([CH3:21])=[C:16]([CH:18]=[CH:19][CH:20]=1)[NH2:17].CCN(C(C)C)C(C)C.CN(C(ON1N=NC2C=CC=NC1=2)=[N+](C)C)C.F[P-](F)(F)(F)(F)F. The catalyst is CN(C=O)C.CCOC(C)=O. The product is [Br:13][C:14]1[C:15]([CH3:21])=[C:16]([NH:17][C:9](=[O:11])[CH2:8][C:3]2[C:2]([Cl:1])=[CH:7][CH:6]=[CH:5][N:4]=2)[CH:18]=[CH:19][CH:20]=1. The yield is 0.890. (3) The reactants are CC([Si](C)(C)[O:6][C:7]1[CH:8]=[C:9]([C:13](=[O:19])[CH2:14][CH2:15][C:16]([OH:18])=O)[CH:10]=[CH:11][CH:12]=1)(C)C.[CH3:22][N:23]1[CH2:28][CH2:27][NH:26][CH2:25][CH2:24]1.C1C=CC2N(O)N=NC=2C=1.CN(C(ON1N=NC2C=CC=CC1=2)=[N+](C)C)C.F[P-](F)(F)(F)(F)F.CN1CCOCC1. The catalyst is CN(C=O)C. The product is [OH:6][C:7]1[CH:8]=[C:9]([C:13](=[O:19])[CH2:14][CH2:15][C:16]([N:26]2[CH2:27][CH2:28][N:23]([CH3:22])[CH2:24][CH2:25]2)=[O:18])[CH:10]=[CH:11][CH:12]=1. The yield is 0.820.